This data is from Forward reaction prediction with 1.9M reactions from USPTO patents (1976-2016). The task is: Predict the product of the given reaction. Given the reactants [C:1]([O:5][C:6](=[O:27])[NH:7][C@@H:8]1[C@@H:13]([OH:14])[C@H:12]([CH2:15][C:16]2[CH:21]=[C:20](F)[C:19]([N+:23]([O-:25])=[O:24])=[C:18]([F:26])[CH:17]=2)[CH2:11][S:10][CH2:9]1)([CH3:4])([CH3:3])[CH3:2].[OH-].[K+].[F:30][C:31]([F:36])([F:35])[C@@H:32]([OH:34])[CH3:33], predict the reaction product. The product is: [C:1]([O:5][C:6](=[O:27])[NH:7][C@@H:8]1[C@@H:13]([OH:14])[C@H:12]([CH2:15][C:16]2[CH:21]=[C:20]([O:34][C@@H:32]([CH3:33])[C:31]([F:36])([F:35])[F:30])[C:19]([N+:23]([O-:25])=[O:24])=[C:18]([F:26])[CH:17]=2)[CH2:11][S:10][CH2:9]1)([CH3:2])([CH3:4])[CH3:3].